Dataset: Catalyst prediction with 721,799 reactions and 888 catalyst types from USPTO. Task: Predict which catalyst facilitates the given reaction. (1) Reactant: Cl.[CH3:2][C:3]1[CH:8]=[CH:7][CH:6]=[C:5]([CH3:9])[C:4]=1/[CH:10]=[CH:11]/[CH:12]1[CH2:17][CH2:16][N:15]([CH2:18][CH:19]2OCC[O:20]2)[C:14](=[O:24])[CH2:13]1.C(=O)([O-])O.[Na+]. Product: [CH3:2][C:3]1[CH:8]=[CH:7][CH:6]=[C:5]([CH3:9])[C:4]=1/[CH:10]=[CH:11]/[CH:12]1[CH2:17][CH2:16][N:15]([CH2:18][CH:19]=[O:20])[C:14](=[O:24])[CH2:13]1. The catalyst class is: 7. (2) Reactant: [CH3:1][O:2][CH2:3][CH2:4][N:5]1[C:13]2[C:8](=[C:9]([O:14]C(=O)OC(C)(C)C)[CH:10]=[CH:11][CH:12]=2)[CH:7]=[CH:6]1.Cl. Product: [CH3:1][O:2][CH2:3][CH2:4][N:5]1[C:13]2[CH:12]=[CH:11][CH:10]=[C:9]([OH:14])[C:8]=2[CH:7]=[CH:6]1. The catalyst class is: 38.